From a dataset of Retrosynthesis with 50K atom-mapped reactions and 10 reaction types from USPTO. Predict the reactants needed to synthesize the given product. (1) Given the product O=C1CCC(N2Cc3c(OCc4cccc(CN5CCN(S(=O)(=O)C(F)(F)F)CC5)c4)cccc3C2=O)C(=O)N1, predict the reactants needed to synthesize it. The reactants are: O=C1CCC(N2Cc3c(OCc4cccc(CBr)c4)cccc3C2=O)C(=O)N1.O=S(=O)(N1CCNCC1)C(F)(F)F. (2) Given the product COc1cc(N2CCC(=O)CC2)ccc1[N+](=O)[O-], predict the reactants needed to synthesize it. The reactants are: COc1cc(F)ccc1[N+](=O)[O-].O=C1CCNCC1. (3) Given the product OCC=Cc1cccc(Cl)c1, predict the reactants needed to synthesize it. The reactants are: O=C(O)C=Cc1cccc(Cl)c1. (4) Given the product CS(=O)(=O)Nc1ccc2c(c1)C(=O)CC1(CCN(CCc3ccc4nonc4c3)CC1)O2, predict the reactants needed to synthesize it. The reactants are: BrCCc1ccc2nonc2c1.CS(=O)(=O)Nc1ccc2c(c1)C(=O)CC1(CCNCC1)O2. (5) Given the product Cc1cc(C)c2c(c1O)OC(C)(C)C2=O, predict the reactants needed to synthesize it. The reactants are: COc1c(C)cc(C)c2c1OC(C)(C)C2=O. (6) Given the product CCOC(=O)Cc1c(C(=O)OCC)c2cc(Oc3ccc(Cl)c(Cl)c3)ccc2n1-c1ccc(OC(F)(F)F)cc1, predict the reactants needed to synthesize it. The reactants are: CCOC(=O)Cc1c(C(=O)OCC)c2cc(O)ccc2n1-c1ccc(OC(F)(F)F)cc1.OB(O)c1ccc(Cl)c(Cl)c1. (7) The reactants are: N#CCC(=O)NCc1cccc(F)c1.O=CC=Cc1ccc(O)c(O)c1. Given the product N#C/C(=C\C=C\c1ccc(O)c(O)c1)C(=O)NCc1cccc(F)c1, predict the reactants needed to synthesize it. (8) Given the product COC(=O)N[C@H]1CCc2ccn3c2C1C(=O)C[C@H](c1ncc(-c2ccc(-c4ccc(-c5cnc([C@@H]6COCCN6C(=O)OC(C)(C)C)[nH]5)cc4)cc2)[nH]1)C3, predict the reactants needed to synthesize it. The reactants are: CC(C)(C)OC(=O)N1CCOC[C@H]1c1ncc(-c2ccc(B3OC(C)(C)C(C)(C)O3)cc2)[nH]1.COC(=O)N[C@H]1CCc2ccn3c2C1C(=O)C[C@H](c1ncc(-c2ccc(Br)cc2)[nH]1)C3. (9) Given the product Cc1c(OCc2ccccc2)c(=O)c(C(O)C(F)(F)F)cn1C, predict the reactants needed to synthesize it. The reactants are: CI.Cc1[nH]cc(C(O)C(F)(F)F)c(=O)c1OCc1ccccc1. (10) Given the product Cn1c(=O)n(CCOCCOC2CCCCO2)c(=O)c2c1nc(Oc1cccc(OC(F)(F)F)c1)n2COCC[Si](C)(C)C, predict the reactants needed to synthesize it. The reactants are: ClCCOCCOC1CCCCO1.Cn1c(=O)[nH]c(=O)c2c1nc(Oc1cccc(OC(F)(F)F)c1)n2COCC[Si](C)(C)C.